From a dataset of Full USPTO retrosynthesis dataset with 1.9M reactions from patents (1976-2016). Predict the reactants needed to synthesize the given product. The reactants are: [C:1]([O:5][C:6]([N:8]1[CH2:12][C@@H:11]([C:13]#[N:14])[CH2:10][C@H:9]1[C:15]([N:17]1[CH2:21][CH2:20][S:19][CH2:18]1)=[O:16])=[O:7])([CH3:4])([CH3:3])[CH3:2].[BH4-].[Na+]. Given the product [C:1]([O:5][C:6]([N:8]1[CH2:12][C@@H:11]([CH2:13][NH2:14])[CH2:10][C@H:9]1[C:15]([N:17]1[CH2:21][CH2:20][S:19][CH2:18]1)=[O:16])=[O:7])([CH3:4])([CH3:2])[CH3:3], predict the reactants needed to synthesize it.